Predict which catalyst facilitates the given reaction. From a dataset of Catalyst prediction with 721,799 reactions and 888 catalyst types from USPTO. (1) Reactant: [CH3:1][C:2]1[CH:7]=[CH:6][C:5]([O:8][CH2:9][CH2:10][CH3:11])=[CH:4][C:3]=1[N+:12]([O-])=O. Product: [CH3:1][C:2]1[CH:7]=[CH:6][C:5]([O:8][CH2:9][CH2:10][CH3:11])=[CH:4][C:3]=1[NH2:12]. The catalyst class is: 8. (2) Reactant: [CH2:1]([O:4][NH:5][C:6](=[O:12])[O:7][C:8]([CH3:11])([CH3:10])[CH3:9])[CH:2]=[CH2:3].CC([O-])(C)C.[K+].[Si:19]([O:26][CH2:27][C@@H:28]1[CH:33]=[C:32]([CH2:34][O:35][CH3:36])[C@H:31](OS(C)(=O)=O)[CH2:30][N:29]1[C:42]([O:44][C:45]([CH3:48])([CH3:47])[CH3:46])=[O:43])([C:22]([CH3:25])([CH3:24])[CH3:23])([CH3:21])[CH3:20].ON. Product: [CH2:1]([O:4][N:5]([C:6]([O:7][C:8]([CH3:11])([CH3:10])[CH3:9])=[O:12])[C@H:31]1[CH2:30][N:29]([C:42]([O:44][C:45]([CH3:46])([CH3:47])[CH3:48])=[O:43])[C@H:28]([CH2:27][O:26][Si:19]([C:22]([CH3:25])([CH3:24])[CH3:23])([CH3:21])[CH3:20])[CH:33]=[C:32]1[CH2:34][O:35][CH3:36])[CH:2]=[CH2:3]. The catalyst class is: 39.